This data is from Catalyst prediction with 721,799 reactions and 888 catalyst types from USPTO. The task is: Predict which catalyst facilitates the given reaction. Reactant: C[O:2][C:3]([C:5]1[CH:9]=[C:8]([C:10]2[CH:15]=[CH:14][C:13]([C:16]#[N:17])=[CH:12][N:11]=2)[N:7]([C:18]2[N:19]=[N:20][C:21]([O:24][CH3:25])=[CH:22][CH:23]=2)[N:6]=1)=[O:4].O.[OH-].[Li+].Cl.C(Cl)(Cl)Cl.O. Product: [C:16]([C:13]1[CH:14]=[CH:15][C:10]([C:8]2[N:7]([C:18]3[N:19]=[N:20][C:21]([O:24][CH3:25])=[CH:22][CH:23]=3)[N:6]=[C:5]([C:3]([OH:4])=[O:2])[CH:9]=2)=[N:11][CH:12]=1)#[N:17]. The catalyst class is: 30.